This data is from Full USPTO retrosynthesis dataset with 1.9M reactions from patents (1976-2016). The task is: Predict the reactants needed to synthesize the given product. (1) Given the product [O:10]1[C:9]2([CH2:8][CH2:7][CH:6]([C:4](=[O:5])[CH3:20])[CH2:15][CH2:14]2)[O:13][CH2:12][CH2:11]1, predict the reactants needed to synthesize it. The reactants are: CON(C)[C:4]([CH:6]1[CH2:15][CH2:14][C:9]2([O:13][CH2:12][CH2:11][O:10]2)[CH2:8][CH2:7]1)=[O:5].C[Mg+].[Br-].[CH2:20](OCC)C.[NH4+].[Cl-]. (2) Given the product [CH2:10]([O:12][CH2:2][C:3]1[O:9][C:6]([CH:7]=[O:8])=[CH:5][CH:4]=1)[CH3:11], predict the reactants needed to synthesize it. The reactants are: Cl[CH2:2][C:3]1[O:9][C:6]([CH:7]=[O:8])=[CH:5][CH:4]=1.[CH2:10]([OH:12])[CH3:11]. (3) The reactants are: [F:1][C:2]1[CH:10]=[C:9]2[C:5]([C:6]([C:20]3[CH:21]=[N:22][N:23]([CH2:25][CH:26]4[CH2:31][CH2:30]N(C(OC(C)(C)C)=O)CC4)[CH:24]=3)=[CH:7][N:8]2S(C2C=CC=CC=2)(=O)=O)=[CH:4][CH:3]=1.FC1C=C2C(=CC=1F)NC=C2C1C=NN(CC2CCNCC2)C=1.CS(OCC1CC[S:71](=[O:75])(=[O:74])[CH2:70][CH2:69]1)(=O)=O. Given the product [F:1][C:2]1[CH:10]=[C:9]2[C:5]([C:6]([C:20]3[CH:21]=[N:22][N:23]([CH2:25][CH:26]4[CH2:69][CH2:70][S:71](=[O:75])(=[O:74])[CH2:30][CH2:31]4)[CH:24]=3)=[CH:7][NH:8]2)=[CH:4][CH:3]=1, predict the reactants needed to synthesize it. (4) Given the product [F:20][C:21]1[CH:26]=[CH:25][C:24]([C:2]2[CH:3]=[N:4][C:5]3[N:6]([CH:8]=[C:9]([CH2:11][O:12][C:13]4[CH:18]=[C:17]([F:19])[CH:16]=[CH:15][N:14]=4)[N:10]=3)[CH:7]=2)=[C:23]([O:30][CH3:31])[CH:22]=1, predict the reactants needed to synthesize it. The reactants are: Br[C:2]1[CH:3]=[N:4][C:5]2[N:6]([CH:8]=[C:9]([CH2:11][O:12][C:13]3[CH:18]=[C:17]([F:19])[CH:16]=[CH:15][N:14]=3)[N:10]=2)[CH:7]=1.[F:20][C:21]1[CH:26]=[CH:25][C:24](B(O)O)=[C:23]([O:30][CH3:31])[CH:22]=1. (5) Given the product [Cl:12][C:3](=[C:5]([C:8]#[N:9])[C:6]#[N:7])[CH:2]([CH3:10])[CH3:1], predict the reactants needed to synthesize it. The reactants are: [CH3:1][CH:2]([CH3:10])[C:3]([CH:5]([C:8]#[N:9])[C:6]#[N:7])=O.P(Cl)(Cl)(Cl)(Cl)[Cl:12].